From a dataset of Catalyst prediction with 721,799 reactions and 888 catalyst types from USPTO. Predict which catalyst facilitates the given reaction. Reactant: [S:1]1[CH:5]=[CH:4][C:3]2[CH:6]=[CH:7][CH:8]=[C:9]([CH:10]=O)[C:2]1=2.O1CCCC1.[C-]#N.[Li+].[C:20](P(=O)(OCC)OCC)#[N:21].CC(O)(C)C.[I-].[Sm+2].[I-]. Product: [S:1]1[CH:5]=[CH:4][C:3]2[CH:6]=[CH:7][CH:8]=[C:9]([CH2:10][C:20]#[N:21])[C:2]1=2. The catalyst class is: 7.